This data is from TCR-epitope binding with 47,182 pairs between 192 epitopes and 23,139 TCRs. The task is: Binary Classification. Given a T-cell receptor sequence (or CDR3 region) and an epitope sequence, predict whether binding occurs between them. (1) The epitope is MPASWVMRI. The TCR CDR3 sequence is CASSQVGQSSEKLFF. Result: 1 (the TCR binds to the epitope). (2) Result: 1 (the TCR binds to the epitope). The TCR CDR3 sequence is CASRDLSSYEQYF. The epitope is SLFNTVATLY. (3) The epitope is SSTFNVPMEKLK. The TCR CDR3 sequence is CASSLDWRAAYEQYF. Result: 0 (the TCR does not bind to the epitope). (4) The epitope is LLFNKVTLA. The TCR CDR3 sequence is CASSEGRTLNQPQHF. Result: 0 (the TCR does not bind to the epitope). (5) The epitope is MPASWVMRI. Result: 1 (the TCR binds to the epitope). The TCR CDR3 sequence is CASRRGLAGSDTQYF.